This data is from Reaction yield outcomes from USPTO patents with 853,638 reactions. The task is: Predict the reaction yield, written as a fraction of the theoretical maximum amount of product (1.0 means a 100% yield; for example, 0.34 means a 34% yield). (1) The catalyst is FC(F)(F)C(O)=O. The yield is 1.00. The reactants are [C:1]([N:5](C)[C:6](=[O:13])[C:7]([F:12])([F:11])[CH2:8][CH2:9][CH3:10])(C)(C)C. The product is [CH3:1][NH:5][C:6](=[O:13])[C:7]([F:12])([F:11])[CH2:8][CH2:9][CH3:10]. (2) The reactants are [NH:1]1[CH:5]=[CH:4][CH:3]=[C:2]1[C:6]([OH:8])=[O:7].C(=O)([O-])[O-].[Cs+].[Cs+].[CH2:15](Br)[CH:16]=[CH2:17].[Cl-].[NH4+]. The catalyst is CN(C)C=O.C(OCC)C. The product is [CH2:17]([O:7][C:6]([C:2]1[NH:1][CH:5]=[CH:4][CH:3]=1)=[O:8])[CH:16]=[CH2:15]. The yield is 0.760. (3) The reactants are [Cl:1][C:2]1[CH:7]=[C:6]([CH3:8])[CH:5]=[CH:4][C:3]=1[NH:9][C:10]1[N:15]2[N:16]=[CH:17][C:18]([S:19]([NH2:22])(=[O:21])=[O:20])=[C:14]2[N:13]=[CH:12][C:11]=1[C:23]([N:25]1[CH2:30][CH2:29][CH:28]([C:31]2[CH:36]=[CH:35][C:34]([F:37])=[CH:33][CH:32]=2)[CH2:27][CH2:26]1)=[O:24].[C:38](O)(=[O:41])[CH2:39][CH3:40]. No catalyst specified. The product is [Cl:1][C:2]1[CH:7]=[C:6]([CH3:8])[CH:5]=[CH:4][C:3]=1[NH:9][C:10]1[N:15]2[N:16]=[CH:17][C:18]([S:19]([NH:22][C:38](=[O:41])[CH2:39][CH3:40])(=[O:21])=[O:20])=[C:14]2[N:13]=[CH:12][C:11]=1[C:23]([N:25]1[CH2:26][CH2:27][CH:28]([C:31]2[CH:32]=[CH:33][C:34]([F:37])=[CH:35][CH:36]=2)[CH2:29][CH2:30]1)=[O:24]. The yield is 0.930. (4) The reactants are Br[C:2]1[CH:7]=[CH:6][C:5]([N:8]2[C:17](=[O:18])[C:16]3[C:11](=[CH:12][CH:13]=[CH:14][CH:15]=3)[N:10]=[C:9]2[CH:19]([N:21]([CH3:35])[S:22]([C:25]2[CH:30]=[CH:29][C:28]([C:31]([CH3:34])([CH3:33])[CH3:32])=[CH:27][CH:26]=2)(=[O:24])=[O:23])[CH3:20])=[CH:4][CH:3]=1.C([O-])([O-])=O.[K+].[K+].[C:42]1(B(O)O)[CH:47]=[CH:46][CH:45]=[CH:44][CH:43]=1.C1(P(C2C=CC=CC=2)C2C=CC=CC=2)C=CC=CC=1.C(Cl)(Cl)Cl. The catalyst is C1C=CC(/C=C/C(/C=C/C2C=CC=CC=2)=O)=CC=1.C1C=CC(/C=C/C(/C=C/C2C=CC=CC=2)=O)=CC=1.C1C=CC(/C=C/C(/C=C/C2C=CC=CC=2)=O)=CC=1.[Pd].[Pd]. The product is [C:2]1([C:42]2[CH:47]=[CH:46][CH:45]=[CH:44][CH:43]=2)[CH:7]=[CH:6][C:5]([N:8]2[C:17](=[O:18])[C:16]3[C:11](=[CH:12][CH:13]=[CH:14][CH:15]=3)[N:10]=[C:9]2[CH:19]([N:21]([CH3:35])[S:22]([C:25]2[CH:30]=[CH:29][C:28]([C:31]([CH3:34])([CH3:33])[CH3:32])=[CH:27][CH:26]=2)(=[O:24])=[O:23])[CH3:20])=[CH:4][CH:3]=1. The yield is 0.710. (5) The reactants are C(OC([N:8]1[CH2:13][CH2:12][O:11][CH:10]([C:14]2[CH:19]=[CH:18][C:17]([NH:20][C:21]([C:23]3[CH:28]=[CH:27][C:26]([C:29]([F:32])([F:31])[F:30])=[CH:25][N:24]=3)=[O:22])=[CH:16][CH:15]=2)[CH2:9]1)=O)(C)(C)C.[ClH:33]. The catalyst is C1COCC1.O1CCOCC1. The product is [ClH:33].[NH:8]1[CH2:13][CH2:12][O:11][CH:10]([C:14]2[CH:19]=[CH:18][C:17]([NH:20][C:21]([C:23]3[CH:28]=[CH:27][C:26]([C:29]([F:32])([F:30])[F:31])=[CH:25][N:24]=3)=[O:22])=[CH:16][CH:15]=2)[CH2:9]1. The yield is 0.850.